This data is from Forward reaction prediction with 1.9M reactions from USPTO patents (1976-2016). The task is: Predict the product of the given reaction. (1) Given the reactants [NH2:1][C:2]1[N:7]=[CH:6][N:5]=[C:4](O)[C:3]=1[C:9]([F:12])([F:11])[F:10].O=P(Cl)(Cl)[Cl:15], predict the reaction product. The product is: [Cl:15][C:4]1[N:5]=[CH:6][N:7]=[C:2]([NH2:1])[C:3]=1[C:9]([F:12])([F:11])[F:10]. (2) The product is: [C:20]1([CH2:19][CH2:18][CH2:17][NH:5][CH2:4][C:3]([O:2][CH3:1])=[O:6])[CH:25]=[CH:24][CH:23]=[CH:22][CH:21]=1. Given the reactants [CH3:1][O:2][C:3](=[O:6])[CH2:4][NH2:5].CCN(C(C)C)C(C)C.Br[CH2:17][CH2:18][CH2:19][C:20]1[CH:25]=[CH:24][CH:23]=[CH:22][CH:21]=1.S([O-])([O-])(=O)=O.[Mg+2], predict the reaction product. (3) The product is: [Si:20]([O:10][CH2:9][C:6]1[CH:5]=[CH:4][N:3]=[C:2]([Cl:1])[C:7]=1[F:8])([C:16]([CH3:19])([CH3:18])[CH3:17])([CH3:23])[CH3:22]. Given the reactants [Cl:1][C:2]1[C:7]([F:8])=[C:6]([CH2:9][OH:10])[CH:5]=[CH:4][N:3]=1.N1C=CN=C1.[C:16]([Si:20]([CH3:23])([CH3:22])Cl)([CH3:19])([CH3:18])[CH3:17].C(Cl)Cl, predict the reaction product.